Dataset: Experimentally validated miRNA-target interactions with 360,000+ pairs, plus equal number of negative samples. Task: Binary Classification. Given a miRNA mature sequence and a target amino acid sequence, predict their likelihood of interaction. (1) Result: 0 (no interaction). The miRNA is mmu-miR-1190 with sequence UCAGCUGAGGUUCCCCUCUGUC. The protein sequence of the target gene is MSGGWMAQVGAWRTGALGLALLLLLGLGLGLEAAASPLSTPTSAQAAGPSSGSCPPTKFQCRTSGLCVPLTWRCDRDLDCSDGSDEEECRIEPCTQKGQCPPPPGLPCPCTGVSDCSGGTDKKLRNCSRLACLAGELRCTLSDDCIPLTWRCDGHPDCPDSSDELGCGTNEILPEGDATTMGPPVTLESVTSLRNATTMGPPVTLESVPSVGNATSSSAGDQSGSPTAYGVIAAAAVLSASLVTATLLLLSWLRAQERLRPLGLLVAMKESLLLSEQKTSLP. (2) The miRNA is hsa-miR-6811-3p with sequence AGCCUGUGCUUGUCCCUGCAG. The protein sequence of the target gene is MLPRGLKMAPRGKRLSSTPLEILFFLNGWYNATYFLLELFIFLYKGVLLPYPTANLVLDVVMLLLYLGIEVIRLFFGTKGNLCQRKMPLSISVALTFPSAMMASYYLLLQTYVLRLEAIMNGILLFFCGSELLLEVLTLAAFSRI. Result: 1 (interaction). (3) The miRNA is hsa-miR-3165 with sequence AGGUGGAUGCAAUGUGACCUCA. The protein sequence of the target gene is MAKSLRSKWKRKMRAEKRKKNAPRELNRLKSILRVDGDALMKDVEEIATVVVAKPRQEKMQCEEGRCDGADEEKDDMKMETEIKRNRKTLLDQHGQYPVWMNQRQRKRLKAKREKKRGKSRAKAAKGLAW. Result: 0 (no interaction). (4) The miRNA is hsa-miR-6878-3p with sequence CUGGCCUCUUCUUUCUCCUAG. The protein sequence of the target gene is MELQDPKMNGALPSDAVGYRQEREGFLPSRGPAPGSKPVQFMDFEGKTSFGMSVFNLSNAIMGSGILGLAYAMAHTGVIFFLALLLCIALLSSYSIHLLLTCAGIAGIRAYEQLGQRAFGPAGKVVVATVICLHNVGAMSSYLFIIKSELPLVIGTFLYMDPEGDWFLKGNLLIIIVSVLIILPLALMKHLGYLGYTSGLSLTCMLFFLVSVIYKKFQLGCAIGHNETAMESEALVGLPSQGLNSSCEAQMFTVDSQMSYTVPIMAFAFVCHPEVLPIYTELCRPSKRRMQAVANVSIGA.... Result: 1 (interaction).